From a dataset of Peptide-MHC class II binding affinity with 134,281 pairs from IEDB. Regression. Given a peptide amino acid sequence and an MHC pseudo amino acid sequence, predict their binding affinity value. This is MHC class II binding data. (1) The peptide sequence is MSLLTEVETYVLSIV. The MHC is DRB1_0101 with pseudo-sequence DRB1_0101. The binding affinity (normalized) is 0.258. (2) The peptide sequence is AFILDGDNLCPKV. The MHC is DRB3_0101 with pseudo-sequence DRB3_0101. The binding affinity (normalized) is 0.695. (3) The peptide sequence is TFTVEKGSNEKHLAV. The MHC is DRB1_0701 with pseudo-sequence DRB1_0701. The binding affinity (normalized) is 0.0842. (4) The peptide sequence is VKINDKCPSTGEAHL. The MHC is DRB3_0202 with pseudo-sequence DRB3_0202. The binding affinity (normalized) is 0.